From a dataset of Full USPTO retrosynthesis dataset with 1.9M reactions from patents (1976-2016). Predict the reactants needed to synthesize the given product. (1) Given the product [Cl:1][C:2]1[CH:7]=[CH:6][CH:5]=[CH:4][C:3]=1[C:8]1[N:9]=[N:10][N:11]([CH3:18])[C:12]=1[C:13]1[N:14]=[CH:15][N:16]([C:20]2[CH:29]=[CH:28][C:23]([C:24]([O:26][CH3:27])=[O:25])=[CH:22][N:21]=2)[CH:17]=1, predict the reactants needed to synthesize it. The reactants are: [Cl:1][C:2]1[CH:7]=[CH:6][CH:5]=[CH:4][C:3]=1[C:8]1[N:9]=[N:10][N:11]([CH3:18])[C:12]=1[C:13]1[N:14]=[CH:15][NH:16][CH:17]=1.Cl[C:20]1[CH:29]=[CH:28][C:23]([C:24]([O:26][CH3:27])=[O:25])=[CH:22][N:21]=1.C(=O)([O-])[O-].[K+].[K+].O. (2) The reactants are: C(N=[C:10]=[S:11])(=O)C1C=CC=CC=1.[CH3:12][C:13]1[C:17]([CH2:18][NH:19][C:20]2[N:21]=[CH:22][NH:23][C:24]=2[C:25]([NH2:27])=[O:26])=[C:16]([CH3:28])[O:15][N:14]=1. Given the product [CH3:12][C:13]1[C:17]([CH2:18][N:19]2[C:20]3[N:21]=[CH:22][NH:23][C:24]=3[C:25](=[O:26])[NH:27][C:10]2=[S:11])=[C:16]([CH3:28])[O:15][N:14]=1, predict the reactants needed to synthesize it. (3) Given the product [CH3:14][O:15][C:16]1[CH:23]=[CH:22][C:19]([CH2:20][N:1]2[C:10]3[C:5](=[CH:6][CH:7]=[CH:8][CH:9]=3)[CH2:4][CH2:3][C:2]2=[O:11])=[CH:18][CH:17]=1, predict the reactants needed to synthesize it. The reactants are: [NH:1]1[C:10]2[C:5](=[CH:6][CH:7]=[CH:8][CH:9]=2)[CH2:4][CH2:3][C:2]1=[O:11].[H-].[Na+].[CH3:14][O:15][C:16]1[CH:23]=[CH:22][C:19]([CH2:20]Cl)=[CH:18][CH:17]=1. (4) Given the product [ClH:21].[CH2:1]([O:3][C:4](=[O:17])[C:5]([CH2:7][O:8][C:9](=[O:14])[C:10]([CH3:13])([CH3:12])[CH3:11])([CH3:6])[CH2:15][NH2:16])[CH3:2], predict the reactants needed to synthesize it. The reactants are: [CH2:1]([O:3][C:4](=[O:17])[C:5]([C:15]#[N:16])([CH2:7][O:8][C:9](=[O:14])[C:10]([CH3:13])([CH3:12])[CH3:11])[CH3:6])[CH3:2].C(O)C.[ClH:21].[H][H]. (5) Given the product [Br:1][C:2]1[S:3][C:4]([C:7]2[C:8]3[CH:15]=[CH:14][NH:13][C:9]=3[N:10]=[CH:11][N:12]=2)=[CH:5][N:6]=1, predict the reactants needed to synthesize it. The reactants are: [Br:1][C:2]1[S:3][C:4]([C:7]2[C:8]3[CH:15]=[CH:14][N:13](COCC[Si](C)(C)C)[C:9]=3[N:10]=[CH:11][N:12]=2)=[CH:5][N:6]=1. (6) Given the product [O:1]1[C:5]2[CH:6]=[CH:7][C:8]([C:10]3([C:13]([NH:25][C:19]4[CH:20]=[CH:21][C:22]([O:23][CH3:24])=[C:17]([Br:16])[CH:18]=4)=[O:14])[CH2:12][CH2:11]3)=[CH:9][C:4]=2[O:3][CH2:2]1, predict the reactants needed to synthesize it. The reactants are: [O:1]1[C:5]2[CH:6]=[CH:7][C:8]([C:10]3([C:13](Cl)=[O:14])[CH2:12][CH2:11]3)=[CH:9][C:4]=2[O:3][CH2:2]1.[Br:16][C:17]1[CH:18]=[C:19]([NH2:25])[CH:20]=[CH:21][C:22]=1[O:23][CH3:24].CCN(CC)CC. (7) The reactants are: Br[C:2]1[CH:3]=[C:4]([C:8]2[N:13]([CH2:14][C:15]3[CH:20]=[CH:19][C:18]([CH3:21])=[CH:17][C:16]=3[CH3:22])[C:12](=[O:23])[C:11]([C:24]#[N:25])=[C:10]([C:26]([F:29])([F:28])[F:27])[CH:9]=2)[CH:5]=[CH:6][CH:7]=1.C([O-])([O-])=O.[K+].[K+].[C:36]([O:40][C:41]([N:43]1[CH:47]=[C:46](B2OC(C)(C)C(C)(C)O2)[CH:45]=[N:44]1)=[O:42])([CH3:39])([CH3:38])[CH3:37].COCCOC. Given the product [C:36]([O:40][C:41]([N:43]1[CH:47]=[C:46]([C:2]2[CH:7]=[CH:6][CH:5]=[C:4]([C:8]3[N:13]([CH2:14][C:15]4[CH:20]=[CH:19][C:18]([CH3:21])=[CH:17][C:16]=4[CH3:22])[C:12](=[O:23])[C:11]([C:24]#[N:25])=[C:10]([C:26]([F:28])([F:27])[F:29])[CH:9]=3)[CH:3]=2)[CH:45]=[N:44]1)=[O:42])([CH3:39])([CH3:37])[CH3:38].[CH3:22][C:16]1[CH:17]=[C:18]([CH3:21])[CH:19]=[CH:20][C:15]=1[CH2:14][N:13]1[C:8]([C:4]2[CH:5]=[CH:6][CH:7]=[C:2]([C:46]3[CH:47]=[N:43][NH:44][CH:45]=3)[CH:3]=2)=[CH:9][C:10]([C:26]([F:27])([F:28])[F:29])=[C:11]([C:24]#[N:25])[C:12]1=[O:23], predict the reactants needed to synthesize it. (8) Given the product [CH3:36][C:35]1[CH:34]=[CH:33][C:17]([C:18]([NH:20][C:21]2[CH:26]=[CH:25][CH:24]=[C:23]([N:27]3[CH2:32][CH2:31][O:30][CH2:29][CH2:28]3)[CH:22]=2)=[O:19])=[CH:16][C:15]=1[NH:14][C:11]([C:7]1[CH:6]=[C:5]2[C:10](=[CH:9][CH:8]=1)[N:1]=[CH:2][CH:3]=[CH:4]2)=[O:12], predict the reactants needed to synthesize it. The reactants are: [N:1]1[C:10]2[C:5](=[CH:6][C:7]([C:11](Cl)=[O:12])=[CH:8][CH:9]=2)[CH:4]=[CH:3][CH:2]=1.[NH2:14][C:15]1[CH:16]=[C:17]([CH:33]=[CH:34][C:35]=1[CH3:36])[C:18]([NH:20][C:21]1[CH:26]=[CH:25][CH:24]=[C:23]([N:27]2[CH2:32][CH2:31][O:30][CH2:29][CH2:28]2)[CH:22]=1)=[O:19]. (9) Given the product [CH2:1]([O:3][C:4](=[O:18])[CH2:5][N:6]1[C:14](=[O:15])[C:13]2[C:8](=[CH:9][CH:10]=[C:11]([O:16][CH:19]3[CH2:24][CH2:23][CH2:22][CH2:21][CH2:20]3)[CH:12]=2)[C:7]1=[O:17])[CH3:2], predict the reactants needed to synthesize it. The reactants are: [CH2:1]([O:3][C:4](=[O:18])[CH2:5][N:6]1[C:14](=[O:15])[C:13]2[C:8](=[CH:9][CH:10]=[C:11]([OH:16])[CH:12]=2)[C:7]1=[O:17])[CH3:2].[CH:19]1(O)[CH2:24][CH2:23][CH2:22][CH2:21][CH2:20]1.C1(P(C2C=CC=CC=2)C2C=CC=CC=2)C=CC=CC=1. (10) Given the product [C:1]1([C:7]2[CH:11]=[C:10]([C:12]([OH:14])=[O:13])[NH:9][N:8]=2)[CH:2]=[CH:3][CH:4]=[CH:5][CH:6]=1, predict the reactants needed to synthesize it. The reactants are: [C:1]1([C:7]2[CH:11]=[C:10]([C:12]([O:14]C)=[O:13])[NH:9][N:8]=2)[CH:6]=[CH:5][CH:4]=[CH:3][CH:2]=1.[Li+].[OH-].Cl.